Dataset: Full USPTO retrosynthesis dataset with 1.9M reactions from patents (1976-2016). Task: Predict the reactants needed to synthesize the given product. (1) Given the product [Cl:34][C:33]1[CH:32]=[C:31]2[C:27]([C:28]([CH:35]=[O:36])=[CH:29][NH:30]2)=[CH:26][C:25]=1[C:8]1[CH:9]=[CH:10][C:11]([CH:14]2[CH2:18][CH2:17][N:16]([S:19]([CH3:22])(=[O:20])=[O:21])[CH2:15]2)=[CH:12][CH:13]=1, predict the reactants needed to synthesize it. The reactants are: CC1(C)COB([C:8]2[CH:13]=[CH:12][C:11]([CH:14]3[CH2:18][CH2:17][N:16]([S:19]([CH3:22])(=[O:21])=[O:20])[CH2:15]3)=[CH:10][CH:9]=2)OC1.Br[C:25]1[CH:26]=[C:27]2[C:31](=[CH:32][C:33]=1[Cl:34])[NH:30][CH:29]=[C:28]2[CH:35]=[O:36].C(=O)([O-])[O-].[K+].[K+]. (2) The reactants are: [Cl:1][C:2]1[CH:7]=[CH:6][C:5]([N:8]2[C:12]([CH2:13][CH:14]=[O:15])=[CH:11][C:10]([C:16]([NH:18][C:19]3[CH:24]=[CH:23][C:22]([S:25]([CH3:28])(=[O:27])=[O:26])=[CH:21][CH:20]=3)=[O:17])=[C:9]2[CH3:29])=[C:4]([C:30]([F:33])([F:32])[F:31])[CH:3]=1.P([O-])(O)(O)=[O:35].[Na+].CC(=CC)C.Cl([O-])=O.[Na+].S([O-])(O)=O.[Na+].Cl. Given the product [Cl:1][C:2]1[CH:7]=[CH:6][C:5]([N:8]2[C:9]([CH3:29])=[C:10]([C:16](=[O:17])[NH:18][C:19]3[CH:24]=[CH:23][C:22]([S:25]([CH3:28])(=[O:27])=[O:26])=[CH:21][CH:20]=3)[CH:11]=[C:12]2[CH2:13][C:14]([OH:35])=[O:15])=[C:4]([C:30]([F:32])([F:31])[F:33])[CH:3]=1, predict the reactants needed to synthesize it. (3) Given the product [CH2:2]1[C:43]2[C:42](=[CH:48][CH:47]=[C:45]([NH:46][C:2]3[N:7]=[C:6]([C:8]4[C:9]([C:17]5[CH:18]=[C:19]([NH:23][C:24](=[O:33])[C:25]6[CH:30]=[CH:29][CH:28]=[CH:27][CH:26]=6)[CH:20]=[CH:21][CH:22]=5)=[N:10][N:11]5[CH:16]=[CH:15][CH:14]=[CH:13][C:12]=45)[CH:5]=[CH:4][N:3]=3)[CH:44]=2)[CH2:5][CH2:4][NH:3]1, predict the reactants needed to synthesize it. The reactants are: Cl[C:2]1[N:7]=[C:6]([C:8]2[C:9]([C:17]3[CH:18]=[C:19]([NH:23][C:24](=[O:33])[C:25]4[C:30](F)=[CH:29][CH:28]=[CH:27][C:26]=4F)[CH:20]=[CH:21][CH:22]=3)=[N:10][N:11]3[CH:16]=[CH:15][CH:14]=[CH:13][C:12]=23)[CH:5]=[CH:4][N:3]=1.C(N1CCN([C:42]2[CH:48]=[CH:47][C:45]([NH2:46])=[CH:44][CH:43]=2)CC1)C. (4) Given the product [CH3:59][S:56]([S:55][CH2:54][CH2:53][O:36][C:35](=[O:37])[CH2:34][N:31]1[CH2:30][CH2:29][N:28]([S:25]([C:22]2[CH:23]=[CH:24][C:19]([O:18][CH2:16][CH3:17])=[C:20]([C:38]3[NH:39][C:40](=[O:51])[C:41]4[N:46]([CH3:47])[N:45]=[C:44]([CH2:48][CH2:49][CH3:50])[C:42]=4[N:43]=3)[CH:21]=2)(=[O:26])=[O:27])[CH2:33][CH2:32]1)(=[O:58])=[O:57], predict the reactants needed to synthesize it. The reactants are: C1(N=C=NC2CCCCC2)CCCCC1.[CH2:16]([O:18][C:19]1[CH:24]=[CH:23][C:22]([S:25]([N:28]2[CH2:33][CH2:32][N:31]([CH2:34][C:35]([OH:37])=[O:36])[CH2:30][CH2:29]2)(=[O:27])=[O:26])=[CH:21][C:20]=1[C:38]1[NH:39][C:40](=[O:51])[C:41]2[N:46]([CH3:47])[N:45]=[C:44]([CH2:48][CH2:49][CH3:50])[C:42]=2[N:43]=1)[CH3:17].O[CH2:53][CH2:54][S:55][S:56]([CH3:59])(=[O:58])=[O:57].